This data is from NCI-60 drug combinations with 297,098 pairs across 59 cell lines. The task is: Regression. Given two drug SMILES strings and cell line genomic features, predict the synergy score measuring deviation from expected non-interaction effect. (1) Drug 1: C1=C(C(=O)NC(=O)N1)F. Drug 2: CC1C(C(CC(O1)OC2CC(CC3=C2C(=C4C(=C3O)C(=O)C5=C(C4=O)C(=CC=C5)OC)O)(C(=O)CO)O)N)O.Cl. Cell line: T-47D. Synergy scores: CSS=49.1, Synergy_ZIP=-4.31, Synergy_Bliss=-4.38, Synergy_Loewe=2.10, Synergy_HSA=3.22. (2) Drug 1: CC1C(C(=O)NC(C(=O)N2CCCC2C(=O)N(CC(=O)N(C(C(=O)O1)C(C)C)C)C)C(C)C)NC(=O)C3=C4C(=C(C=C3)C)OC5=C(C(=O)C(=C(C5=N4)C(=O)NC6C(OC(=O)C(N(C(=O)CN(C(=O)C7CCCN7C(=O)C(NC6=O)C(C)C)C)C)C(C)C)C)N)C. Drug 2: CC1=C(C(=O)C2=C(C1=O)N3CC4C(C3(C2COC(=O)N)OC)N4)N. Cell line: NCI-H322M. Synergy scores: CSS=15.2, Synergy_ZIP=-4.36, Synergy_Bliss=-2.36, Synergy_Loewe=-3.79, Synergy_HSA=-2.54.